From a dataset of Ames mutagenicity test results for genotoxicity prediction. Regression/Classification. Given a drug SMILES string, predict its toxicity properties. Task type varies by dataset: regression for continuous values (e.g., LD50, hERG inhibition percentage) or binary classification for toxic/non-toxic outcomes (e.g., AMES mutagenicity, cardiotoxicity, hepatotoxicity). Dataset: ames. (1) The drug is CCCCCCCC1CCC(=O)O1. The result is 0 (non-mutagenic). (2) The drug is C=C1C(=O)OC2C1CCC(C)C1C=CC(=O)C12C. The result is 0 (non-mutagenic). (3) The compound is Oc1cc(Cl)c(Cl)c(Cl)c1Cl. The result is 0 (non-mutagenic). (4) The molecule is NC(CCC(=O)NC(CSC(Cl)=C(Cl)Cl)C(=O)NCC(=O)O)C(=O)O. The result is 1 (mutagenic). (5) The drug is Cc1cc(NOS(=O)(=O)O)ccc1N. The result is 1 (mutagenic). (6) The compound is CC[N+]([O-])(CC)CCNc1ccc(CO)c2sc3ccccc3c(=O)c12. The result is 1 (mutagenic). (7) The drug is CC(O)CNCC(C)O. The result is 0 (non-mutagenic).